From a dataset of Forward reaction prediction with 1.9M reactions from USPTO patents (1976-2016). Predict the product of the given reaction. (1) Given the reactants [OH:1][C@@H:2]([C@H:4]1[C:25](=[O:26])[N:6]2[C@@H:7]([C:12]([O:14][CH2:15][C:16]3[CH:21]=[CH:20][C:19]([N+:22]([O-:24])=[O:23])=[CH:18][CH:17]=3)=[O:13])[C:8](=O)[C@H:9]([CH3:10])[C@H:5]12)[CH3:3].[F:27][CH2:28][CH2:29][S:30][C:31]1[N:32]=[CH:33][N:34]2[CH:38]=[C:37]([Sn](CCCC)(CCCC)CCCC)[S:36][C:35]=12, predict the reaction product. The product is: [F:27][CH2:28][CH2:29][S:30][C:31]1[N:32]=[CH:33][N:34]2[CH:38]=[C:37]([C:8]3[C@H:9]([CH3:10])[C@@H:5]4[C@@H:4]([C@H:2]([OH:1])[CH3:3])[C:25](=[O:26])[N:6]4[C:7]=3[C:12]([O:14][CH2:15][C:16]3[CH:21]=[CH:20][C:19]([N+:22]([O-:24])=[O:23])=[CH:18][CH:17]=3)=[O:13])[S:36][C:35]=12. (2) Given the reactants [CH3:1][C:2]([C:4]1[CH:9]=[CH:8][C:7](F)=[CH:6][CH:5]=1)=[O:3].[F:11][CH:12]([F:21])[O:13][C:14]1[CH:19]=[CH:18][C:17]([OH:20])=[CH:16][CH:15]=1.C(=O)([O-])[O-].[K+].[K+].[Cl-].[Na+], predict the reaction product. The product is: [F:11][CH:12]([F:21])[O:13][C:14]1[CH:19]=[CH:18][C:17]([O:20][C:7]2[CH:8]=[CH:9][C:4]([C:2](=[O:3])[CH3:1])=[CH:5][CH:6]=2)=[CH:16][CH:15]=1. (3) Given the reactants O.C(O)C.[CH:5]12[CH2:10][CH:9]1[CH2:8][N:7]([C:11]1[N:16]=[C:15]([NH:17][CH2:18][C:19]3[CH:24]=[CH:23][C:22]([O:25][CH3:26])=[C:21]([F:27])[CH:20]=3)[C:14]([C:28]([O:30]CC)=[O:29])=[CH:13][N:12]=1)[CH2:6]2.[OH-].[Na+], predict the reaction product. The product is: [CH:5]12[CH2:10][CH:9]1[CH2:8][N:7]([C:11]1[N:16]=[C:15]([NH:17][CH2:18][C:19]3[CH:24]=[CH:23][C:22]([O:25][CH3:26])=[C:21]([F:27])[CH:20]=3)[C:14]([C:28]([OH:30])=[O:29])=[CH:13][N:12]=1)[CH2:6]2. (4) Given the reactants Br[C:2]1[CH:18]=[CH:17][C:5]([O:6][CH:7]([CH3:16])[CH2:8][NH:9][S:10]([CH:13]([CH3:15])[CH3:14])(=[O:12])=[O:11])=[CH:4][CH:3]=1.[CH3:19][S:20]([NH:23][C:24]1[CH:25]=[C:26](B(O)O)[CH:27]=[CH:28][CH:29]=1)(=[O:22])=[O:21].C(=O)([O-])[O-].[Na+].[Na+], predict the reaction product. The product is: [CH3:14][CH:13]([S:10]([NH:9][CH2:8][CH:7]([O:6][C:5]1[CH:17]=[CH:18][C:2]([C:28]2[CH:27]=[CH:26][CH:25]=[C:24]([NH:23][S:20]([CH3:19])(=[O:21])=[O:22])[CH:29]=2)=[CH:3][CH:4]=1)[CH3:16])(=[O:12])=[O:11])[CH3:15]. (5) Given the reactants ClCCl.[Cl:4][C:5]1[CH:10]=[CH:9][C:8]([S:11]([CH:14]([C:23]2[CH:28]=[C:27]([F:29])[CH:26]=[CH:25][C:24]=2[F:30])[C:15]2[N:20]=[CH:19][C:18]([CH2:21][NH2:22])=[CH:17][CH:16]=2)(=[O:13])=[O:12])=[CH:7][CH:6]=1.CN1CCOCC1.Cl[C:39](=[O:45])[C:40]([O:42][CH2:43][CH3:44])=[O:41], predict the reaction product. The product is: [Cl:4][C:5]1[CH:10]=[CH:9][C:8]([S:11]([CH:14]([C:23]2[CH:28]=[C:27]([F:29])[CH:26]=[CH:25][C:24]=2[F:30])[C:15]2[N:20]=[CH:19][C:18]([CH2:21][NH:22][C:39](=[O:45])[C:40]([O:42][CH2:43][CH3:44])=[O:41])=[CH:17][CH:16]=2)(=[O:13])=[O:12])=[CH:7][CH:6]=1. (6) Given the reactants CN(C=O)C.C([O-])([O-])=O.[K+].[K+].[N+:12]([C:15]1[CH:22]=[C:19]([CH:20]=O)[C:18]([OH:23])=[CH:17][CH:16]=1)([O-:14])=[O:13].Br[CH:25](C(OCC)=O)[C:26]([O:28][CH2:29][CH3:30])=[O:27], predict the reaction product. The product is: [N+:12]([C:15]1[CH:16]=[CH:17][C:18]2[O:23][C:25]([C:26]([O:28][CH2:29][CH3:30])=[O:27])=[CH:20][C:19]=2[CH:22]=1)([O-:14])=[O:13]. (7) Given the reactants Cl[C:2]1[C:7]([C:8]#[N:9])=[C:6]([NH:10][CH2:11][CH2:12][OH:13])[N:5]=[C:4]([NH:14][CH2:15][CH2:16][OH:17])[N:3]=1.Cl.Cl.[C:20]1([CH3:32])[CH:25]=[CH:24][CH:23]=[CH:22][C:21]=1[N:26]1[CH2:31][CH2:30][NH:29][CH2:28][CH2:27]1.C(N(C(C)C)C(C)C)C, predict the reaction product. The product is: [OH:17][CH2:16][CH2:15][NH:14][C:4]1[N:5]=[C:6]([NH:10][CH2:11][CH2:12][OH:13])[C:7]([C:8]#[N:9])=[C:2]([N:29]2[CH2:30][CH2:31][N:26]([C:21]3[CH:22]=[CH:23][CH:24]=[CH:25][C:20]=3[CH3:32])[CH2:27][CH2:28]2)[N:3]=1.